The task is: Regression. Given two drug SMILES strings and cell line genomic features, predict the synergy score measuring deviation from expected non-interaction effect.. This data is from NCI-60 drug combinations with 297,098 pairs across 59 cell lines. (1) Drug 1: CN(CC1=CN=C2C(=N1)C(=NC(=N2)N)N)C3=CC=C(C=C3)C(=O)NC(CCC(=O)O)C(=O)O. Drug 2: CN(CCCl)CCCl.Cl. Cell line: SK-OV-3. Synergy scores: CSS=20.1, Synergy_ZIP=-2.36, Synergy_Bliss=-4.94, Synergy_Loewe=-6.42, Synergy_HSA=-6.31. (2) Drug 1: C(CCl)NC(=O)N(CCCl)N=O. Drug 2: CC1CCCC2(C(O2)CC(NC(=O)CC(C(C(=O)C(C1O)C)(C)C)O)C(=CC3=CSC(=N3)C)C)C. Cell line: SNB-75. Synergy scores: CSS=28.5, Synergy_ZIP=-3.27, Synergy_Bliss=-5.11, Synergy_Loewe=-50.5, Synergy_HSA=-5.44. (3) Drug 1: COC1=CC(=CC(=C1O)OC)C2C3C(COC3=O)C(C4=CC5=C(C=C24)OCO5)OC6C(C(C7C(O6)COC(O7)C8=CC=CS8)O)O. Drug 2: N.N.Cl[Pt+2]Cl. Cell line: SR. Synergy scores: CSS=72.8, Synergy_ZIP=3.45, Synergy_Bliss=2.73, Synergy_Loewe=-22.8, Synergy_HSA=3.96. (4) Drug 1: C1=NC2=C(N=C(N=C2N1C3C(C(C(O3)CO)O)O)F)N. Drug 2: C1=CC=C(C=C1)NC(=O)CCCCCCC(=O)NO. Cell line: SNB-19. Synergy scores: CSS=6.86, Synergy_ZIP=-5.86, Synergy_Bliss=-6.32, Synergy_Loewe=-8.29, Synergy_HSA=-7.86. (5) Drug 1: C1=CC(=CC=C1CC(C(=O)O)N)N(CCCl)CCCl.Cl. Drug 2: C1=NC(=NC(=O)N1C2C(C(C(O2)CO)O)O)N. Cell line: ACHN. Synergy scores: CSS=47.4, Synergy_ZIP=-1.48, Synergy_Bliss=3.15, Synergy_Loewe=3.81, Synergy_HSA=5.02. (6) Drug 1: C1=NNC2=C1C(=O)NC=N2. Drug 2: COC1=C2C(=CC3=C1OC=C3)C=CC(=O)O2. Cell line: IGROV1. Synergy scores: CSS=-1.71, Synergy_ZIP=-0.229, Synergy_Bliss=-1.25, Synergy_Loewe=-2.99, Synergy_HSA=-3.44. (7) Drug 1: C1CCN(CC1)CCOC2=CC=C(C=C2)C(=O)C3=C(SC4=C3C=CC(=C4)O)C5=CC=C(C=C5)O. Drug 2: CC1CCC2CC(C(=CC=CC=CC(CC(C(=O)C(C(C(=CC(C(=O)CC(OC(=O)C3CCCCN3C(=O)C(=O)C1(O2)O)C(C)CC4CCC(C(C4)OC)OCCO)C)C)O)OC)C)C)C)OC. Cell line: OVCAR-8. Synergy scores: CSS=18.1, Synergy_ZIP=1.30, Synergy_Bliss=0.735, Synergy_Loewe=-12.0, Synergy_HSA=0.165. (8) Drug 1: C1=NC2=C(N=C(N=C2N1C3C(C(C(O3)CO)O)O)F)N. Drug 2: CC12CCC3C(C1CCC2OP(=O)(O)O)CCC4=C3C=CC(=C4)OC(=O)N(CCCl)CCCl.[Na+]. Cell line: OVCAR-4. Synergy scores: CSS=5.42, Synergy_ZIP=-2.70, Synergy_Bliss=-1.97, Synergy_Loewe=-5.17, Synergy_HSA=-3.52. (9) Drug 1: C1=CC(=CC=C1CCC2=CNC3=C2C(=O)NC(=N3)N)C(=O)NC(CCC(=O)O)C(=O)O. Drug 2: CC1=C(C=C(C=C1)C(=O)NC2=CC(=CC(=C2)C(F)(F)F)N3C=C(N=C3)C)NC4=NC=CC(=N4)C5=CN=CC=C5. Cell line: UACC62. Synergy scores: CSS=14.5, Synergy_ZIP=-0.993, Synergy_Bliss=2.92, Synergy_Loewe=3.82, Synergy_HSA=4.02.